This data is from Full USPTO retrosynthesis dataset with 1.9M reactions from patents (1976-2016). The task is: Predict the reactants needed to synthesize the given product. (1) Given the product [CH2:8]([O:7][C:27](=[O:23])[CH2:26][CH2:25][CH:24]([OH:19])[CH2:13][OH:14])[CH3:9], predict the reactants needed to synthesize it. The reactants are: C([O:7][CH2:8][CH3:9])(=O)CCC=C.C[N+]1([O-])CC[O:14][CH2:13]C1.C[OH:19].ClCCl.[O:23]1[CH2:27][CH2:26][CH2:25][CH2:24]1. (2) Given the product [CH2:20]([C:17]1[CH:18]=[CH:19][C:14]([C:12](=[O:13])[C:11]([C:8]2[CH:9]=[CH:10][C:5]([CH2:1][CH2:2][CH2:3][CH3:4])=[CH:6][CH:7]=2)=[O:24])=[CH:15][CH:16]=1)[CH2:21][CH2:22][CH3:23], predict the reactants needed to synthesize it. The reactants are: [CH2:1]([C:5]1[CH:10]=[CH:9][C:8]([C:11](=[O:24])[CH:12]([C:14]2[CH:19]=[CH:18][C:17]([CH2:20][CH2:21][CH2:22][CH3:23])=[CH:16][CH:15]=2)[OH:13])=[CH:7][CH:6]=1)[CH2:2][CH2:3][CH3:4]. (3) Given the product [CH3:1][O:2][C:3]1[CH:4]=[C:5]2[C:9](=[CH:10][CH:11]=1)[NH:8][CH2:7][CH2:6]2, predict the reactants needed to synthesize it. The reactants are: [CH3:1][O:2][C:3]1[CH:4]=[C:5]2[C:9](=[CH:10][CH:11]=1)[NH:8][CH:7]=[CH:6]2.C([BH3-])#N.[Na+]. (4) Given the product [C:1]([CH2:3][NH:4][C:5]([C:7]1([NH2:30])[CH2:12][CH2:11][CH2:10][CH2:9][CH2:8]1)=[O:6])#[N:2], predict the reactants needed to synthesize it. The reactants are: [C:1]([CH2:3][NH:4][C:5]([C:7]1([NH2:30])[CH2:12][CH2:11][CH2:10][CH2:9][CH:8]1C(OCC1C2C(=CC=CC=2)C2C1=CC=CC=2)=O)=[O:6])#[N:2].N1CCCCC1.O.C(Cl)Cl.CO. (5) Given the product [CH3:1][C:2]1[C:3](=[O:9])[C:4]([CH3:8])=[CH:5][C:6](=[O:10])[CH:7]=1, predict the reactants needed to synthesize it. The reactants are: [CH3:1][C:2]1[CH:7]=[CH:6][CH:5]=[C:4]([CH3:8])[C:3]=1[OH:9].[OH:10]O.